From a dataset of Catalyst prediction with 721,799 reactions and 888 catalyst types from USPTO. Predict which catalyst facilitates the given reaction. Reactant: Br[C:2]1[CH:7]=[CH:6][CH:5]=[C:4]([Br:8])[CH:3]=1.C([Li])CCC.[Br:14][C:15]1[CH:16]=[C:17]([CH:20]=[CH:21][CH:22]=1)[CH:18]=[O:19].[Cl-].[NH4+]. Product: [Br:8][C:4]1[CH:3]=[C:2]([CH:18]([C:17]2[CH:20]=[CH:21][CH:22]=[C:15]([Br:14])[CH:16]=2)[OH:19])[CH:7]=[CH:6][CH:5]=1. The catalyst class is: 7.